Regression. Given a peptide amino acid sequence and an MHC pseudo amino acid sequence, predict their binding affinity value. This is MHC class II binding data. From a dataset of Peptide-MHC class II binding affinity with 134,281 pairs from IEDB. (1) The peptide sequence is VREAIKRRLRTLILA. The MHC is DRB1_0701 with pseudo-sequence DRB1_0701. The binding affinity (normalized) is 0.304. (2) The peptide sequence is LLKLTVAVGLHFHEM. The MHC is HLA-DQA10501-DQB10303 with pseudo-sequence HLA-DQA10501-DQB10303. The binding affinity (normalized) is 0.351. (3) The peptide sequence is PTPLAKEDFLRCLVK. The MHC is DRB1_0101 with pseudo-sequence DRB1_0101. The binding affinity (normalized) is 0.461. (4) The peptide sequence is QAMASTEGNVTGMFA. The binding affinity (normalized) is 0.318. The MHC is DRB1_0802 with pseudo-sequence DRB1_0802.